From a dataset of Full USPTO retrosynthesis dataset with 1.9M reactions from patents (1976-2016). Predict the reactants needed to synthesize the given product. (1) Given the product [CH2:35]([O:34][C:29]1[CH:30]=[C:31]2[C:26](=[CH:27][CH:28]=1)[CH:25]=[C:24]([C:17]1[N:16]=[C:15]([NH:14][C:11]3[CH:12]=[CH:13][C:8]([NH2:7])=[CH:9][CH:10]=3)[N:20]3[N:21]=[CH:22][CH:23]=[C:19]3[CH:18]=1)[CH:33]=[CH:32]2)[C:36]1[CH:37]=[CH:38][CH:39]=[CH:40][CH:41]=1, predict the reactants needed to synthesize it. The reactants are: C(OC(=O)[NH:7][C:8]1[CH:13]=[CH:12][C:11]([NH:14][C:15]2[N:20]3[N:21]=[CH:22][CH:23]=[C:19]3[CH:18]=[C:17]([C:24]3[CH:33]=[CH:32][C:31]4[C:26](=[CH:27][CH:28]=[C:29]([O:34][CH2:35][C:36]5[CH:41]=[CH:40][CH:39]=[CH:38][CH:37]=5)[CH:30]=4)[CH:25]=3)[N:16]=2)=[CH:10][CH:9]=1)(C)(C)C.C(O)(C(F)(F)F)=O. (2) Given the product [Cl:1][C:2]1[CH:3]=[C:4]([NH:8][C:9]2[N:10]=[CH:11][C:12]([C:19]([N:24]3[CH2:29][CH2:28][O:27][CH2:26][CH2:25]3)=[O:21])=[C:13]3[C:17]([CH3:18])=[CH:16][NH:15][C:14]=23)[CH:5]=[CH:6][CH:7]=1, predict the reactants needed to synthesize it. The reactants are: [Cl:1][C:2]1[CH:3]=[C:4]([NH:8][C:9]2[C:14]3[NH:15][CH:16]=[C:17]([CH3:18])[C:13]=3[C:12]([C:19]([OH:21])=O)=[CH:11][N:10]=2)[CH:5]=[CH:6][CH:7]=1.C([N:24]1[CH2:29][CH2:28][O:27][CH2:26][CH2:25]1)C.N1CCOCC1.O.ON1C2C=CC=CC=2N=N1.Cl.CN(C)CCCN=C=NCC. (3) Given the product [Cl:20][C:5]1[C:6]([NH:9][C@@H:10]2[C@@H:15]3[CH2:16][C@@H:12]([CH:13]=[CH:14]3)[C@@H:11]2[C:17]([NH2:19])=[O:18])=[C:7]2[N:8]=[C:22]([NH:21][C:24]3[CH:36]=[CH:35][C:27]([CH2:28][N:29]4[CH2:34][CH2:33][O:32][CH2:31][CH2:30]4)=[CH:26][C:25]=3[O:37][CH3:38])[NH:1][C:2]2=[N:3][CH:4]=1, predict the reactants needed to synthesize it. The reactants are: [NH2:1][C:2]1[C:7]([NH2:8])=[C:6]([NH:9][C@@H:10]2[C@@H:15]3[CH2:16][C@@H:12]([CH:13]=[CH:14]3)[C@@H:11]2[C:17]([NH2:19])=[O:18])[C:5]([Cl:20])=[CH:4][N:3]=1.[N:21]([C:24]1[CH:36]=[CH:35][C:27]([CH2:28][N:29]2[CH2:34][CH2:33][O:32][CH2:31][CH2:30]2)=[CH:26][C:25]=1[O:37][CH3:38])=[C:22]=S. (4) Given the product [CH:23]1([C:17]2[CH:16]=[C:15]([C:13]3[C:12]4[C:11]([CH3:28])=[C:10]([CH3:29])[S:9][C:8]=4[CH:1]=[C:2]4[C:7]=3[CH:6]=[CH:5][CH:4]=[CH:3]4)[CH:20]=[CH:19][C:18]=2[OH:21])[CH2:27][CH2:26][CH2:25][CH2:24]1, predict the reactants needed to synthesize it. The reactants are: [CH2:1]([C:8]1[S:9][C:10]([CH3:29])=[C:11]([CH3:28])[C:12]=1[C:13]([C:15]1[CH:20]=[CH:19][C:18]([O:21]C)=[C:17]([CH:23]2[CH2:27][CH2:26][CH2:25][CH2:24]2)[CH:16]=1)=O)[C:2]1[CH:7]=[CH:6][CH:5]=[CH:4][CH:3]=1.B(Br)(Br)Br.O. (5) Given the product [C:1]([N:4]1[C:13]2[C:8](=[CH:9][C:10]([C:14]([OH:16])=[O:15])=[CH:11][CH:12]=2)[C@H:7]([NH:19][C:20]([O:22][CH2:23][C:24]2[CH:29]=[CH:28][CH:27]=[CH:26][CH:25]=2)=[O:21])[C@@H:6]([CH3:30])[C@@H:5]1[CH2:31][CH3:32])(=[O:3])[CH3:2], predict the reactants needed to synthesize it. The reactants are: [C:1]([N:4]1[C:13]2[C:8](=[CH:9][C:10]([C:14]([O:16]CC)=[O:15])=[CH:11][CH:12]=2)[C@H:7]([NH:19][C:20]([O:22][CH2:23][C:24]2[CH:29]=[CH:28][CH:27]=[CH:26][CH:25]=2)=[O:21])[C@@H:6]([CH3:30])[C@@H:5]1[CH2:31][CH3:32])(=[O:3])[CH3:2].[OH-].[Li+].O.Cl. (6) The reactants are: CCCCCC.C([Li])CCC.C([O:19][C:20]1[CH:25]=[CH:24][CH:23]=[CH:22][C:21]=1Br)C1C=CC=CC=1.[F:27][CH:28]([F:38])[O:29][C:30]1[CH:37]=[CH:36][C:33]([CH:34]=O)=[CH:32][CH:31]=1.Cl. Given the product [F:27][CH:28]([F:38])[O:29][C:30]1[CH:37]=[CH:36][C:33]([CH2:34][C:21]2[CH:22]=[CH:23][CH:24]=[CH:25][C:20]=2[OH:19])=[CH:32][CH:31]=1, predict the reactants needed to synthesize it. (7) Given the product [C:1]([NH:5][C:6]1[C:15]([CH3:16])=[N:14][C:13]2[C:8]([N:7]=1)=[C:9]([C:27]1[NH:36][C:35]3[CH2:34][CH2:33][CH2:32][NH:31][C:30](=[O:37])[C:29]=3[CH:28]=1)[CH:10]=[CH:11][CH:12]=2)([CH3:2])([CH3:3])[CH3:4], predict the reactants needed to synthesize it. The reactants are: [C:1]([NH:5][C:6]1[C:15]([CH3:16])=[N:14][C:13]2[C:8](=[C:9](B3OC(C)(C)C(C)(C)O3)[CH:10]=[CH:11][CH:12]=2)[N:7]=1)([CH3:4])([CH3:3])[CH3:2].Br[C:27]1[NH:36][C:35]2[CH2:34][CH2:33][CH2:32][NH:31][C:30](=[O:37])[C:29]=2[CH:28]=1.CC(C1C=C(C(C)C)C(C2C=CC=CC=2P(C2CCCCC2)C2CCCCC2)=C(C(C)C)C=1)C.CO.C(Cl)Cl.